Task: Predict the reaction yield, written as a fraction of the theoretical maximum amount of product (1.0 means a 100% yield; for example, 0.34 means a 34% yield).. Dataset: Reaction yield outcomes from USPTO patents with 853,638 reactions The reactants are [Br:1][C:2]1[CH:3]=[C:4]2[C:10]([CH:11]([O:15][CH2:16][CH3:17])[O:12][CH2:13][CH3:14])=[N:9][NH:8][C:5]2=[CH:6][N:7]=1.[CH3:18][C:19]([O:22][C:23](O[C:23]([O:22][C:19]([CH3:21])([CH3:20])[CH3:18])=[O:24])=[O:24])([CH3:21])[CH3:20].CCOC(C)=O. The catalyst is CC#N.CN(C1C=CN=CC=1)C. The product is [Br:1][C:2]1[CH:3]=[C:4]2[C:10]([CH:11]([O:12][CH2:13][CH3:14])[O:15][CH2:16][CH3:17])=[N:9][N:8]([C:23]([O:22][C:19]([CH3:21])([CH3:20])[CH3:18])=[O:24])[C:5]2=[CH:6][N:7]=1. The yield is 0.889.